Dataset: Forward reaction prediction with 1.9M reactions from USPTO patents (1976-2016). Task: Predict the product of the given reaction. Given the reactants S(O[C@H:12]1[CH2:29][CH2:28][C@@:27]2([CH3:30])[C:14](=[CH:15][CH2:16][C@@H:17]3[C@@H:26]2[CH2:25][CH2:24][C@@:22]2([CH3:23])[C@H:18]3[CH2:19][CH2:20][C:21]2=[O:31])[CH2:13]1)(C1C=CC(C)=CC=1)(=O)=O.[CH3:32][OH:33], predict the reaction product. The product is: [CH3:32][O:33][C@H:12]1[CH2:29][CH2:28][C@@:27]2([CH3:30])[C:14](=[CH:15][CH2:16][C@@H:17]3[C@@H:26]2[CH2:25][CH2:24][C@@:22]2([CH3:23])[C@H:18]3[CH2:19][CH2:20][C:21]2=[O:31])[CH2:13]1.